From a dataset of Peptide-MHC class I binding affinity with 185,985 pairs from IEDB/IMGT. Regression. Given a peptide amino acid sequence and an MHC pseudo amino acid sequence, predict their binding affinity value. This is MHC class I binding data. (1) The peptide sequence is TKDTNDNNL. The MHC is HLA-B40:01 with pseudo-sequence HLA-B40:01. The binding affinity (normalized) is 0.0847. (2) The peptide sequence is YTAVVPLVY. The MHC is Mamu-B17 with pseudo-sequence Mamu-B17. The binding affinity (normalized) is 0. (3) The peptide sequence is FVLMHPDFCK. The binding affinity (normalized) is 0.823. The MHC is HLA-A11:01 with pseudo-sequence HLA-A11:01. (4) The peptide sequence is ELEKCTSEI. The MHC is HLA-A02:06 with pseudo-sequence HLA-A02:06. The binding affinity (normalized) is 0. (5) The peptide sequence is MTQNISNDK. The MHC is HLA-A25:01 with pseudo-sequence HLA-A25:01. The binding affinity (normalized) is 0.0847. (6) The peptide sequence is IRQLIRLLTWL. The MHC is Mamu-A07 with pseudo-sequence Mamu-A07. The binding affinity (normalized) is 0.132. (7) The peptide sequence is EVFGSTGDY. The MHC is HLA-A31:01 with pseudo-sequence HLA-A31:01. The binding affinity (normalized) is 0. (8) The peptide sequence is APVSIINNA. The MHC is HLA-B53:01 with pseudo-sequence HLA-B53:01. The binding affinity (normalized) is 0.107. (9) The peptide sequence is SQAPLPCVL. The MHC is HLA-B39:01 with pseudo-sequence HLA-B39:01. The binding affinity (normalized) is 1.00.